Dataset: Forward reaction prediction with 1.9M reactions from USPTO patents (1976-2016). Task: Predict the product of the given reaction. (1) Given the reactants [N+:1]([C:4]1[CH:19]=[CH:18][C:7]([C:8]([O:10][CH2:11][C:12]2[CH:17]=[CH:16][CH:15]=[CH:14][CH:13]=2)=[O:9])=[CH:6][CH:5]=1)([O-])=O, predict the reaction product. The product is: [NH2:1][C:4]1[CH:19]=[CH:18][C:7]([C:8]([O:10][CH2:11][C:12]2[CH:17]=[CH:16][CH:15]=[CH:14][CH:13]=2)=[O:9])=[CH:6][CH:5]=1. (2) Given the reactants [CH3:1][O:2][C:3](=[O:36])[C@@H:4]([NH:14][C:15]([C:17]1[C:18]([CH3:35])=[N:19][C:20]([NH:24][CH2:25]/[CH:26]=[CH:27]/[C:28]2[CH:33]=[CH:32][CH:31]=[C:30]([OH:34])[CH:29]=2)=[N:21][C:22]=1[CH3:23])=[O:16])[CH2:5][NH:6][C:7](OC(C)(C)C)=[O:8].C(O)(C(F)(F)F)=O.[S:44]1[CH:48]=[CH:47][CH:46]=[C:45]1C(O)=O.CN(C(ON1N=NC2C=CC=CC1=2)=[N+](C)C)C.F[P-](F)(F)(F)(F)F.C1C=CC2N(O)N=NC=2C=1, predict the reaction product. The product is: [CH3:1][O:2][C:3](=[O:36])[C@@H:4]([NH:14][C:15]([C:17]1[C:22]([CH3:23])=[N:21][C:20]([NH:24][CH2:25]/[CH:26]=[CH:27]/[C:28]2[CH:33]=[CH:32][CH:31]=[C:30]([OH:34])[CH:29]=2)=[N:19][C:18]=1[CH3:35])=[O:16])[CH2:5][NH:6][C:7]([C:45]1[S:44][CH:48]=[CH:47][CH:46]=1)=[O:8]. (3) The product is: [F:26][C:25]([F:28])([F:27])[CH:24]([N:1]1[CH:5]=[C:4]([C:6]2[C:7]3[CH:14]=[CH:13][N:12]([CH2:15][O:16][CH2:17][CH2:18][Si:19]([CH3:22])([CH3:21])[CH3:20])[C:8]=3[N:9]=[CH:10][N:11]=2)[CH:3]=[N:2]1)[CH2:23][C:29]#[N:30]. Given the reactants [NH:1]1[CH:5]=[C:4]([C:6]2[C:7]3[CH:14]=[CH:13][N:12]([CH2:15][O:16][CH2:17][CH2:18][Si:19]([CH3:22])([CH3:21])[CH3:20])[C:8]=3[N:9]=[CH:10][N:11]=2)[CH:3]=[N:2]1.[CH:23](/[C:29]#[N:30])=[CH:24]\[C:25]([F:28])([F:27])[F:26], predict the reaction product. (4) Given the reactants [Br:1][C:2]1[C:3]([C:9]#[N:10])=[CH:4][NH:5][C:6](=[O:8])[CH:7]=1.Br[CH:12]([CH3:16])[C:13]([OH:15])=[O:14], predict the reaction product. The product is: [Br:1][C:2]1[C:3]([C:9]#[N:10])=[CH:4][N:5]([CH:12]([CH3:16])[C:13]([OH:15])=[O:14])[C:6](=[O:8])[CH:7]=1. (5) The product is: [CH3:36][C:29]1[CH:30]=[C:31]([CH3:35])[CH:32]=[C:33]([CH3:34])[C:28]=1[S:25]([NH:23][CH:22]([CH2:24][N:9]1[C:10]2[C:15](=[CH:14][CH:13]=[CH:12][CH:11]=2)[C:7]([C:1]2[CH:2]=[CH:3][CH:4]=[CH:5][CH:6]=2)=[CH:8]1)[C:21]([F:38])([F:20])[F:37])(=[O:26])=[O:27]. Given the reactants [C:1]1([C:7]2[C:15]3[C:10](=[CH:11][CH:12]=[CH:13][CH:14]=3)[NH:9][CH:8]=2)[CH:6]=[CH:5][CH:4]=[CH:3][CH:2]=1.[H-].[Na+].[H][H].[F:20][C:21]([F:38])([F:37])[CH:22]1[CH2:24][N:23]1[S:25]([C:28]1[C:33]([CH3:34])=[CH:32][C:31]([CH3:35])=[CH:30][C:29]=1[CH3:36])(=[O:27])=[O:26].N1CC1, predict the reaction product.